From a dataset of Catalyst prediction with 721,799 reactions and 888 catalyst types from USPTO. Predict which catalyst facilitates the given reaction. (1) Reactant: [CH3:1][O:2][C:3]1[CH:36]=[C:35]([O:37][CH3:38])[CH:34]=[CH:33][C:4]=1[CH2:5][N:6]1[C:11]2[C:12]3[C:13]([CH2:24][CH2:25][CH2:26][C:10]=2[C:9]([OH:27])=[C:8]([C:28]([O:30]C)=[O:29])[C:7]1=[O:32])=[C:14]1[C:18](=[CH:19][CH:20]=3)[N:17]([CH3:21])[C:16]([CH2:22][OH:23])=[CH:15]1.[Li+].[I-].Cl. Product: [CH3:1][O:2][C:3]1[CH:36]=[C:35]([O:37][CH3:38])[CH:34]=[CH:33][C:4]=1[CH2:5][N:6]1[C:11]2[C:12]3[C:13]([CH2:24][CH2:25][CH2:26][C:10]=2[C:9]([OH:27])=[C:8]([C:28]([OH:30])=[O:29])[C:7]1=[O:32])=[C:14]1[C:18](=[CH:19][CH:20]=3)[N:17]([CH3:21])[C:16]([CH2:22][OH:23])=[CH:15]1. The catalyst class is: 25. (2) Reactant: CN.[CH3:3][C:4]([C:9]1[CH:13]=[C:12]([NH:14][C:15](=[O:28])[C:16]([CH3:27])([S:18]([CH:21]2[CH2:26][CH2:25][O:24][CH2:23][CH2:22]2)(=[O:20])=[O:19])[CH3:17])[O:11][N:10]=1)([CH3:8])[C:5](O)=[O:6].F[P-](F)(F)(F)(F)F.[N:36]1(OC(N(C)C)=[N+](C)C)[C:40]2N=CC=CC=2N=N1.C(N(CC)C(C)C)(C)C. The catalyst class is: 18. Product: [CH3:17][C:16]([S:18]([CH:21]1[CH2:22][CH2:23][O:24][CH2:25][CH2:26]1)(=[O:19])=[O:20])([CH3:27])[C:15]([NH:14][C:12]1[O:11][N:10]=[C:9]([C:4]([CH3:8])([C:5](=[O:6])[NH:36][CH3:40])[CH3:3])[CH:13]=1)=[O:28]. (3) Reactant: [CH2:1]([O:8][C:9]1[C:10]([C:28]([OH:30])=[O:29])=[N:11][C:12]([CH2:16][C:17]2([C:22]3[CH:27]=[CH:26][CH:25]=[CH:24][CH:23]=3)[CH2:21][CH2:20][CH2:19][CH2:18]2)=[N:13][C:14]=1[OH:15])[C:2]1[CH:7]=[CH:6][CH:5]=[CH:4][CH:3]=1.[Si:31]([O:38][CH2:39][CH2:40][NH:41][CH2:42][CH:43]1[CH2:45][CH2:44]1)([C:34]([CH3:37])([CH3:36])[CH3:35])([CH3:33])[CH3:32].C(N(CC)C(C)C)(C)C.CN(C(ON1N=NC2C=CC=NC1=2)=[N+](C)C)C.F[P-](F)(F)(F)(F)F. Product: [Si:31]([O:38][CH2:39][CH2:40][N:41]([CH2:42][CH:43]1[CH2:44][CH2:45]1)[C:28]([C:10]1[C:9]([O:8][CH2:1][C:2]2[CH:7]=[CH:6][CH:5]=[CH:4][CH:3]=2)=[C:14]([OH:15])[N:13]=[C:12]([CH2:16][C:17]2([C:22]3[CH:23]=[CH:24][CH:25]=[CH:26][CH:27]=3)[CH2:21][CH2:20][CH2:19][CH2:18]2)[N:11]=1)=[O:29])([C:34]([CH3:37])([CH3:36])[CH3:35])([CH3:33])[CH3:32].[CH2:1]([O:8][C:9]1[C:10]([C:28]([OH:30])=[O:29])=[N:11][C:12]([CH2:16][C:17]2([C:22]3[CH:27]=[CH:26][CH:25]=[CH:24][CH:23]=3)[CH2:18][CH2:19][CH2:20][CH2:21]2)=[N:13][C:14]=1[OH:15])[C:2]1[CH:7]=[CH:6][CH:5]=[CH:4][CH:3]=1. The catalyst class is: 35. (4) Reactant: C([O:3][C:4](=O)[CH2:5][C:6]1([CH2:10][C:11](OCC)=[O:12])[CH2:9][O:8][CH2:7]1)C.[Cl-].[NH4+]. Product: [OH:3][CH2:4][CH2:5][C:6]1([CH2:10][CH2:11][OH:12])[CH2:9][O:8][CH2:7]1. The catalyst class is: 1. (5) Reactant: [F:1][C:2]1[CH:3]=[C:4]([N:9]2[CH:13]=[N:12][C:11]([C:14]([O:16]CC)=[O:15])=[N:10]2)[CH:5]=[CH:6][C:7]=1[F:8].[OH-].[Na+]. Product: [F:1][C:2]1[CH:3]=[C:4]([N:9]2[CH:13]=[N:12][C:11]([C:14]([OH:16])=[O:15])=[N:10]2)[CH:5]=[CH:6][C:7]=1[F:8]. The catalyst class is: 88.